Dataset: NCI-60 drug combinations with 297,098 pairs across 59 cell lines. Task: Regression. Given two drug SMILES strings and cell line genomic features, predict the synergy score measuring deviation from expected non-interaction effect. (1) Drug 1: CNC(=O)C1=NC=CC(=C1)OC2=CC=C(C=C2)NC(=O)NC3=CC(=C(C=C3)Cl)C(F)(F)F. Drug 2: CN(C(=O)NC(C=O)C(C(C(CO)O)O)O)N=O. Cell line: NCI/ADR-RES. Synergy scores: CSS=-2.55, Synergy_ZIP=-0.0400, Synergy_Bliss=-3.79, Synergy_Loewe=-4.26, Synergy_HSA=-6.42. (2) Drug 1: CCN(CC)CCCC(C)NC1=C2C=C(C=CC2=NC3=C1C=CC(=C3)Cl)OC. Drug 2: C(CCl)NC(=O)N(CCCl)N=O. Cell line: CCRF-CEM. Synergy scores: CSS=17.3, Synergy_ZIP=-4.64, Synergy_Bliss=-2.02, Synergy_Loewe=-11.1, Synergy_HSA=-5.96. (3) Cell line: KM12. Drug 1: CCC1=C2CN3C(=CC4=C(C3=O)COC(=O)C4(CC)O)C2=NC5=C1C=C(C=C5)O. Synergy scores: CSS=42.5, Synergy_ZIP=1.77, Synergy_Bliss=3.31, Synergy_Loewe=-29.2, Synergy_HSA=1.70. Drug 2: C1CCC(C(C1)N)N.C(=O)(C(=O)[O-])[O-].[Pt+4]. (4) Drug 1: CN(C)N=NC1=C(NC=N1)C(=O)N. Drug 2: CS(=O)(=O)OCCCCOS(=O)(=O)C. Cell line: SNB-75. Synergy scores: CSS=-1.75, Synergy_ZIP=0.0152, Synergy_Bliss=-1.02, Synergy_Loewe=-3.51, Synergy_HSA=-2.76. (5) Drug 1: CC1C(C(CC(O1)OC2CC(CC3=C2C(=C4C(=C3O)C(=O)C5=C(C4=O)C(=CC=C5)OC)O)(C(=O)C)O)N)O.Cl. Drug 2: CC(C)CN1C=NC2=C1C3=CC=CC=C3N=C2N. Cell line: PC-3. Synergy scores: CSS=9.44, Synergy_ZIP=-4.85, Synergy_Bliss=-3.60, Synergy_Loewe=-12.7, Synergy_HSA=-3.39. (6) Drug 1: C1=CC(=CC=C1CCCC(=O)O)N(CCCl)CCCl. Drug 2: N.N.Cl[Pt+2]Cl. Cell line: NCI-H522. Synergy scores: CSS=19.1, Synergy_ZIP=-5.50, Synergy_Bliss=-3.76, Synergy_Loewe=-4.57, Synergy_HSA=-2.75.